This data is from Peptide-MHC class II binding affinity with 134,281 pairs from IEDB. The task is: Regression. Given a peptide amino acid sequence and an MHC pseudo amino acid sequence, predict their binding affinity value. This is MHC class II binding data. (1) The peptide sequence is VIPAGELQVIEKVDAAFKVA. The MHC is HLA-DQA10501-DQB10201 with pseudo-sequence HLA-DQA10501-DQB10201. The binding affinity (normalized) is 0.321. (2) The peptide sequence is KAATAGTTVYGAFAA. The MHC is HLA-DQA10401-DQB10402 with pseudo-sequence HLA-DQA10401-DQB10402. The binding affinity (normalized) is 0.384. (3) The binding affinity (normalized) is 0.477. The MHC is DRB3_0101 with pseudo-sequence DRB3_0101. The peptide sequence is SQIPISINYRTEIDK. (4) The peptide sequence is CVDAKMTEEDKENALSL. The MHC is DRB4_0101 with pseudo-sequence DRB4_0103. The binding affinity (normalized) is 0.470. (5) The peptide sequence is EPFPKRVWEQIFSTW. The MHC is DRB1_0301 with pseudo-sequence DRB1_0301. The binding affinity (normalized) is 0.0644. (6) The peptide sequence is GEALSTLVVNKIRGT. The MHC is DRB1_1302 with pseudo-sequence DRB1_1302. The binding affinity (normalized) is 0.630. (7) The peptide sequence is ASEGAVDIINRWQVV. The MHC is DRB1_1302 with pseudo-sequence DRB1_1302. The binding affinity (normalized) is 0.397. (8) The peptide sequence is VIDAMCHATLTYRML. The MHC is HLA-DQA10201-DQB10402 with pseudo-sequence HLA-DQA10201-DQB10402. The binding affinity (normalized) is 0.650. (9) The peptide sequence is EAEPPFGESNIVIGI. The MHC is DRB1_0301 with pseudo-sequence DRB1_0301. The binding affinity (normalized) is 0.112. (10) The peptide sequence is RDGHEKPMNVQSLGW. The MHC is HLA-DQA10501-DQB10303 with pseudo-sequence HLA-DQA10501-DQB10303. The binding affinity (normalized) is 0.334.